Dataset: Peptide-MHC class II binding affinity with 134,281 pairs from IEDB. Task: Regression. Given a peptide amino acid sequence and an MHC pseudo amino acid sequence, predict their binding affinity value. This is MHC class II binding data. The peptide sequence is AVWVDGKARTAWVDS. The MHC is HLA-DPA10103-DPB10201 with pseudo-sequence HLA-DPA10103-DPB10201. The binding affinity (normalized) is 0.148.